From a dataset of Reaction yield outcomes from USPTO patents with 853,638 reactions. Predict the reaction yield, written as a fraction of the theoretical maximum amount of product (1.0 means a 100% yield; for example, 0.34 means a 34% yield). The reactants are C([O:8][C:9]1[CH:10]=[CH:11][C:12]2[O:16][C:15]([CH:17]=O)=[CH:14][C:13]=2[C:19]=1[C:20]([CH3:23])([CH3:22])[CH3:21])C1C=CC=CC=1.C(OCC)(=O)C.[H][H]. The catalyst is [Pd].C(O)(=O)C. The product is [C:20]([C:19]1[C:13]2[CH:14]=[C:15]([CH3:17])[O:16][C:12]=2[CH:11]=[CH:10][C:9]=1[OH:8])([CH3:23])([CH3:22])[CH3:21]. The yield is 0.170.